This data is from Full USPTO retrosynthesis dataset with 1.9M reactions from patents (1976-2016). The task is: Predict the reactants needed to synthesize the given product. Given the product [Cl:1][C:2]1[CH:7]=[C:6]([Cl:8])[CH:5]=[CH:4][C:3]=1[NH:9][N:10]=[C:11]([Cl:13])[CH3:12].[Cl:1][C:2]1[CH:7]=[C:6]([Cl:8])[CH:5]=[CH:4][C:3]=1[N:9]1[C:15](=[O:14])[NH:16][C:11]([CH3:12])=[N:10]1, predict the reactants needed to synthesize it. The reactants are: [Cl:1][C:2]1[CH:7]=[C:6]([Cl:8])[CH:5]=[CH:4][C:3]=1[NH:9][N:10]=[C:11]([Cl:13])[CH3:12].[O-:14][C:15]#[N:16].[K+].O.